Dataset: Catalyst prediction with 721,799 reactions and 888 catalyst types from USPTO. Task: Predict which catalyst facilitates the given reaction. (1) Reactant: [CH2:1]([O:3][C:4]([C:6]1([C:9]2[CH:14]=[CH:13][C:12]([C:15]3[CH:20]=[CH:19][C:18]([C:21]4[S:22][C:23]([Cl:29])=[CH:24][C:25]=4C(=O)N)=[CH:17][C:16]=3[O:30][CH3:31])=[CH:11][CH:10]=2)[CH2:8][CH2:7]1)=[O:5])[CH3:2].[N:32]1[CH:37]=CC=CC=1.FC(F)(F)C(OI(C1C=CC=CC=1)OC(=O)C(F)(F)F)=[O:41].[F:59][C:60]1[CH:65]=[CH:64][C:63]([F:66])=[CH:62][C:61]=1[C@H:67]([OH:69])[CH3:68]. Product: [CH2:1]([O:3][C:4]([C:6]1([C:9]2[CH:10]=[CH:11][C:12]([C:15]3[CH:20]=[CH:19][C:18]([C:21]4[S:22][C:23]([Cl:29])=[CH:24][C:25]=4[NH:32][C:37]([O:69][C@@H:67]([C:61]4[CH:62]=[C:63]([F:66])[CH:64]=[CH:65][C:60]=4[F:59])[CH3:68])=[O:41])=[CH:17][C:16]=3[O:30][CH3:31])=[CH:13][CH:14]=2)[CH2:8][CH2:7]1)=[O:5])[CH3:2]. The catalyst class is: 727. (2) The catalyst class is: 3. Product: [Br:14][C:15]1[CH:16]=[C:17]2[C:22](=[CH:23][CH:24]=1)[N:21]=[CH:20][C:19]([N+:25]([O-:27])=[O:26])=[C:18]2[CH:4]([C:5]([O:7][CH2:8][CH3:9])=[O:6])[C:3]([O:11][CH2:12][CH3:13])=[O:10]. Reactant: [H-].[Na+].[C:3]([O:11][CH2:12][CH3:13])(=[O:10])[CH2:4][C:5]([O:7][CH2:8][CH3:9])=[O:6].[Br:14][C:15]1[CH:16]=[C:17]2[C:22](=[CH:23][CH:24]=1)[N:21]=[CH:20][C:19]([N+:25]([O-:27])=[O:26])=[C:18]2Cl. (3) Reactant: [CH3:1][NH:2][CH2:3][CH:4]1[N:9]2[N:10]=[C:11]([C:15]3[CH:20]=[CH:19][C:18]([O:21][C:22]4[CH:27]=[CH:26][CH:25]=[CH:24][CH:23]=4)=[CH:17][CH:16]=3)[C:12]([C:13]#[N:14])=[C:8]2[NH:7][CH2:6][CH2:5]1.CS(C)=[O:30].[OH-].[Na+].OO. Product: [CH3:1][NH:2][CH2:3][CH:4]1[N:9]2[N:10]=[C:11]([C:15]3[CH:20]=[CH:19][C:18]([O:21][C:22]4[CH:27]=[CH:26][CH:25]=[CH:24][CH:23]=4)=[CH:17][CH:16]=3)[C:12]([C:13]([NH2:14])=[O:30])=[C:8]2[NH:7][CH2:6][CH2:5]1. The catalyst class is: 14. (4) Reactant: Cl[C:2]1[C:3]2[S:19][CH:18]=[C:17]([CH3:20])[C:4]=2[N:5]=[C:6]([C:8]([C:10]2[CH:15]=[CH:14][C:13]([F:16])=[CH:12][CH:11]=2)=[O:9])[N:7]=1.[CH3:21][C:22]1[CH:26]=[C:25]([NH2:27])[NH:24][N:23]=1.Cl.O1CCOCC1.O1CCOCC1. Product: [F:16][C:13]1[CH:14]=[CH:15][C:10]([C:8]([C:6]2[N:7]=[C:2]([NH:27][C:25]3[CH:26]=[C:22]([CH3:21])[NH:23][N:24]=3)[C:3]3[S:19][CH:18]=[C:17]([CH3:20])[C:4]=3[N:5]=2)=[O:9])=[CH:11][CH:12]=1. The catalyst class is: 18. (5) Reactant: C(Cl)(=O)C(Cl)=O.[CH:7]1[C:19]2[CH:18]([CH2:20][O:21][C:22]([N:24]3[CH2:28][CH2:27][CH2:26][C@H:25]3[C:29]([OH:31])=[O:30])=[O:23])[C:17]3[C:12](=[CH:13][CH:14]=[CH:15][CH:16]=3)[C:11]=2[CH:10]=[CH:9][CH:8]=1.C(N(C(C)C)C(C)C)C.[C:41]([OH:46])(=[O:45])[C@H:42]([CH3:44])O. Product: [CH:16]1[C:17]2[CH:18]([CH2:20][O:21][C:22]([N:24]3[CH2:28][CH2:27][CH2:26][C@H:25]3[C:29]([O:31][C@@H:42]([CH3:44])[C:41]([OH:46])=[O:45])=[O:30])=[O:23])[C:19]3[C:11](=[CH:10][CH:9]=[CH:8][CH:7]=3)[C:12]=2[CH:13]=[CH:14][CH:15]=1. The catalyst class is: 306. (6) Product: [NH2:1][C:2]1[CH:7]=[CH:6][N:5]([C@H:8]2[C@H:12]([OH:13])[C@H:11]([OH:14])[C@:10]([CH2:24][OH:25])([CH:22]=[CH2:23])[O:9]2)[C:4](=[O:33])[N:3]=1. The catalyst class is: 4. Reactant: [NH2:1][C:2]1[CH:7]=[CH:6][N:5]([C@H:8]2[C@H:12]([OH:13])[C@H:11]([O:14]CC3C=CC=CC=3)[C@:10]([CH2:24][O:25]CC3C=CC=CC=3)([CH:22]=[CH2:23])[O:9]2)[C:4](=[O:33])[N:3]=1.B(Cl)(Cl)Cl. (7) Reactant: C([O:3][C:4]([C:6]1[S:10][C:9]([NH:11][C:12]([C:14]2[CH:15]=[N:16][C:17]([C:20]3[CH:25]=[CH:24][CH:23]=[CH:22][CH:21]=3)=[N:18][CH:19]=2)=[O:13])=[N:8][C:7]=1[CH3:26])=[O:5])C.[OH-].[Na+]. Product: [CH3:26][C:7]1[N:8]=[C:9]([NH:11][C:12]([C:14]2[CH:15]=[N:16][C:17]([C:20]3[CH:25]=[CH:24][CH:23]=[CH:22][CH:21]=3)=[N:18][CH:19]=2)=[O:13])[S:10][C:6]=1[C:4]([OH:5])=[O:3]. The catalyst class is: 1. (8) Reactant: C([O:3][P:4]([C:9]([C:11]1[S:12][C:13]([CH2:16][C:17]2[CH:22]=[CH:21][C:20]([O:23][CH2:24][CH3:25])=[CH:19][CH:18]=2)=[CH:14][CH:15]=1)=[O:10])(=[O:8])[O:5]CC)C.Br[Si](C)(C)C.CO. Product: [CH2:24]([O:23][C:20]1[CH:21]=[CH:22][C:17]([CH2:16][C:13]2[S:12][C:11]([C:9]([P:4](=[O:3])([OH:8])[OH:5])=[O:10])=[CH:15][CH:14]=2)=[CH:18][CH:19]=1)[CH3:25]. The catalyst class is: 4.